Dataset: Full USPTO retrosynthesis dataset with 1.9M reactions from patents (1976-2016). Task: Predict the reactants needed to synthesize the given product. (1) Given the product [F:3][C:4]1[CH:5]=[CH:6][C:7]([C:10]2[N:11]=[C:12]([CH2:15][CH2:16][C:17]([OH:19])=[O:18])[S:13][CH:14]=2)=[CH:8][CH:9]=1, predict the reactants needed to synthesize it. The reactants are: [OH-].[Na+].[F:3][C:4]1[CH:9]=[CH:8][C:7]([C:10]2[N:11]=[C:12]([CH2:15][CH2:16][C:17]([O:19]CC)=[O:18])[S:13][CH:14]=2)=[CH:6][CH:5]=1. (2) Given the product [CH2:11]([NH:10][C:8]([C:7]1[CH:6]=[CH:5][C:4]([N:1]2[C:15]([OH:21])=[C:16]([C:17]([O:19][CH3:20])=[O:18])[N:3]=[N:2]2)=[CH:14][CH:13]=1)=[O:9])[CH3:12], predict the reactants needed to synthesize it. The reactants are: [N:1]([C:4]1[CH:14]=[CH:13][C:7]([C:8]([NH:10][CH2:11][CH3:12])=[O:9])=[CH:6][CH:5]=1)=[N+:2]=[N-:3].[C:15](OC)(=[O:21])[CH2:16][C:17]([O:19][CH3:20])=[O:18].C[O-].[Na+]. (3) Given the product [CH:14]([O:13][C:5]1[CH:4]=[CH:3][C:2]([NH:1][C:38]([NH:37][C:31]2[CH:32]=[CH:33][C:34]([O:35][CH3:36])=[C:29]([O:28][CH3:27])[CH:30]=2)=[O:39])=[CH:7][C:6]=1[CH2:8][CH:9]([CH3:11])[CH3:10])([C:15]1[CH:20]=[CH:19][CH:18]=[CH:17][CH:16]=1)[C:21]1[CH:22]=[CH:23][CH:24]=[CH:25][CH:26]=1, predict the reactants needed to synthesize it. The reactants are: [NH2:1][C:2]1[CH:3]=[CH:4][C:5]([O:13][CH:14]([C:21]2[CH:26]=[CH:25][CH:24]=[CH:23][CH:22]=2)[C:15]2[CH:20]=[CH:19][CH:18]=[CH:17][CH:16]=2)=[C:6]([C:8](=O)[CH:9]([CH3:11])[CH3:10])[CH:7]=1.[CH3:27][O:28][C:29]1[CH:30]=[C:31]([N:37]=[C:38]=[O:39])[CH:32]=[CH:33][C:34]=1[O:35][CH3:36]. (4) Given the product [NH:46]1[C:50]([C:2]2[CH:3]=[C:4]3[C:10]([C:11]4[CH:16]=[CH:15][N:14]=[C:13]([CH2:17][NH:18][C:19]5[N:36]=[CH:35][CH:34]=[CH:33][C:20]=5[C:21]([NH:23][CH2:24][C:25]5[CH:30]=[CH:29][C:28]([F:31])=[C:27]([F:32])[CH:26]=5)=[O:22])[CH:12]=4)=[CH:9][NH:8][C:5]3=[N:6][CH:7]=2)=[CH:49][CH:48]=[N:47]1, predict the reactants needed to synthesize it. The reactants are: Br[C:2]1[CH:3]=[C:4]2[C:10]([C:11]3[CH:16]=[CH:15][N:14]=[C:13]([CH2:17][NH:18][C:19]4[N:36]=[CH:35][CH:34]=[CH:33][C:20]=4[C:21]([NH:23][CH2:24][C:25]4[CH:30]=[CH:29][C:28]([F:31])=[C:27]([F:32])[CH:26]=4)=[O:22])[CH:12]=3)=[CH:9][N:8](S(C3C=CC=CC=3)(=O)=O)[C:5]2=[N:6][CH:7]=1.[NH:46]1[C:50](B(O)O)=[CH:49][CH:48]=[N:47]1.C(=O)([O-])[O-].[K+].[K+]. (5) Given the product [CH3:24][N:25]1[CH:29]=[C:28]([S:30]([N:8]2[CH2:9][CH:10]([C:12]#[N:13])[CH2:11]2)(=[O:32])=[O:31])[N:27]=[CH:26]1, predict the reactants needed to synthesize it. The reactants are: C([N:8]1[CH2:11][CH:10]([C:12]#[N:13])[CH2:9]1)(OC(C)(C)C)=O.Cl.CCN(C(C)C)C(C)C.[CH3:24][N:25]1[CH:29]=[C:28]([S:30](Cl)(=[O:32])=[O:31])[N:27]=[CH:26]1.